This data is from Forward reaction prediction with 1.9M reactions from USPTO patents (1976-2016). The task is: Predict the product of the given reaction. (1) Given the reactants Br[CH2:2][C:3]#[CH:4].C(=O)([O-])[O-].[K+].[K+].[OH:11][C:12]1[CH:13]=[C:14]([CH:20]=[CH:21][CH:22]=1)[C:15]([O:17][CH2:18][CH3:19])=[O:16].S([O-])(O)(=O)=O.[Na+], predict the reaction product. The product is: [CH2:18]([O:17][C:15](=[O:16])[C:14]1[CH:20]=[CH:21][CH:22]=[C:12]([O:11][CH2:4][C:3]#[CH:2])[CH:13]=1)[CH3:19]. (2) Given the reactants [CH:1]([C:3]1[C:4]([F:15])=[CH:5][N:6]=[C:7]2[C:12]=1[N:11]=[C:10]([O:13][CH3:14])[CH:9]=[CH:8]2)=[CH2:2].C(OC(=O)[NH:22][CH:23]1[CH2:28][CH2:27][NH:26][CH2:25][CH2:24]1)(C)(C)C, predict the reaction product. The product is: [F:15][C:4]1[CH:5]=[N:6][C:7]2[C:12]([C:3]=1[CH2:1][CH2:2][N:26]1[CH2:27][CH2:28][CH:23]([NH2:22])[CH2:24][CH2:25]1)=[N:11][C:10]([O:13][CH3:14])=[CH:9][CH:8]=2. (3) Given the reactants [CH3:1][O:2][N:3]=[CH:4][CH2:5][CH2:6][C:7]1[CH:12]=[CH:11][C:10]([Cl:13])=[C:9]([Cl:14])[CH:8]=1.C([BH3-])#N.[Na+], predict the reaction product. The product is: [Cl:14][C:9]1[CH:8]=[C:7]([CH2:6][CH2:5][CH2:4][NH:3][O:2][CH3:1])[CH:12]=[CH:11][C:10]=1[Cl:13]. (4) The product is: [OH:4][CH:3]([C:5]1[CH:10]=[CH:9][CH:8]=[C:7]([OH:11])[CH:6]=1)[CH:2]([NH:1][C:37]([C:26]1[CH:27]=[CH:28][CH:29]=[C:30]2[CH2:36][CH2:35][CH2:34][CH:33]=[CH:32][C:31]=12)=[O:38])[CH2:12][C:13]1[CH:18]=[CH:17][CH:16]=[C:15]([O:19][C:20]([F:24])([F:25])[CH:21]([F:22])[F:23])[CH:14]=1. Given the reactants [NH2:1][CH:2]([CH2:12][C:13]1[CH:18]=[CH:17][CH:16]=[C:15]([O:19][C:20]([F:25])([F:24])[CH:21]([F:23])[F:22])[CH:14]=1)[CH:3]([C:5]1[CH:6]=[C:7]([OH:11])[CH:8]=[CH:9][CH:10]=1)[OH:4].[C:26]1([C:37](O)=[O:38])[CH:27]=[CH:28][CH:29]=[C:30]2[CH2:36][CH2:35][CH2:34][CH:33]=[CH:32][C:31]=12.Cl.C(N=C=NCCCN(C)C)C.O.ON1C2C=CC=CC=2N=N1, predict the reaction product. (5) Given the reactants [CH3:1][NH:2][CH:3]=[O:4].[CH2:5]=O.[CH:7](=[O:11])[CH:8]([CH3:10])[CH3:9].Cl.[OH-].[Na+], predict the reaction product. The product is: [CH3:9][C:8]([CH3:10])([CH:7]=[O:11])[CH2:1][N:2]([CH3:5])[CH:3]=[O:4]. (6) Given the reactants [Cl:1][C:2]1[CH:3]=[C:4]([NH:9][C:10]2[C:19]3[C:14](=[CH:15][CH:16]=[C:17]([NH:20][CH2:21][C:22]4[N:23]([CH2:27][C:28]([NH:30][CH:31]5[CH2:36][CH2:35][N:34](C(OC(C)(C)C)=O)[CH2:33][CH2:32]5)=[O:29])[CH:24]=[CH:25][N:26]=4)[CH:18]=3)[N:13]=[CH:12][C:11]=2[C:44]#[N:45])[CH:5]=[CH:6][C:7]=1[F:8].FC(F)(F)C(O)=O, predict the reaction product. The product is: [Cl:1][C:2]1[CH:3]=[C:4]([NH:9][C:10]2[C:19]3[C:14](=[CH:15][CH:16]=[C:17]([NH:20][CH2:21][C:22]4[N:23]([CH2:27][C:28]([NH:30][CH:31]5[CH2:36][CH2:35][NH:34][CH2:33][CH2:32]5)=[O:29])[CH:24]=[CH:25][N:26]=4)[CH:18]=3)[N:13]=[CH:12][C:11]=2[C:44]#[N:45])[CH:5]=[CH:6][C:7]=1[F:8]. (7) Given the reactants [F:1][C:2]1[CH:11]=[CH:10][CH:9]=[C:8]2[C:3]=1[N:4]=[C:5]([C:21]([O:23]CC)=[O:22])[C:6](=[O:20])[N:7]2[C:12]1[CH:17]=[CH:16][C:15]([O:18][CH3:19])=[CH:14][CH:13]=1.[OH-].[Na+].Cl, predict the reaction product. The product is: [F:1][C:2]1[CH:11]=[CH:10][CH:9]=[C:8]2[C:3]=1[N:4]=[C:5]([C:21]([OH:23])=[O:22])[C:6](=[O:20])[N:7]2[C:12]1[CH:13]=[CH:14][C:15]([O:18][CH3:19])=[CH:16][CH:17]=1.